Dataset: Catalyst prediction with 721,799 reactions and 888 catalyst types from USPTO. Task: Predict which catalyst facilitates the given reaction. (1) Reactant: [C:1]([N:8]1[CH2:12][CH2:11][CH2:10][CH2:9]1)([O:3][C:4]([CH3:7])([CH3:6])[CH3:5])=[O:2].CN(C)CCN(C)C.C([Li])(CC)C.[O:26]1[CH:30]=[CH:29][CH:28]=[C:27]1[CH:31]=[O:32]. Product: [O:26]1[CH:30]=[CH:29][CH:28]=[C:27]1[CH:31]([CH:12]1[CH2:11][CH2:10][CH2:9][N:8]1[C:1]([O:3][C:4]([CH3:7])([CH3:6])[CH3:5])=[O:2])[OH:32]. The catalyst class is: 27. (2) Reactant: [CH2:1]([N:3]1[C:7]2[N:8]=[C:9]([C:18]3[CH:23]=[CH:22][C:21]([NH:24][C:25]([NH:27][C:28]4[CH:37]=[CH:36][C:31]([C:32]([O:34]C)=[O:33])=[CH:30][CH:29]=4)=[O:26])=[CH:20][CH:19]=3)[N:10]=[C:11]([N:12]3[CH2:17][CH2:16][O:15][CH2:14][CH2:13]3)[C:6]=2[N:5]=[N:4]1)[CH3:2].[OH-].[Na+].Cl. Product: [CH2:1]([N:3]1[C:7]2[N:8]=[C:9]([C:18]3[CH:19]=[CH:20][C:21]([NH:24][C:25]([NH:27][C:28]4[CH:29]=[CH:30][C:31]([C:32]([OH:34])=[O:33])=[CH:36][CH:37]=4)=[O:26])=[CH:22][CH:23]=3)[N:10]=[C:11]([N:12]3[CH2:17][CH2:16][O:15][CH2:14][CH2:13]3)[C:6]=2[N:5]=[N:4]1)[CH3:2]. The catalyst class is: 36. (3) Reactant: [CH3:1][N:2]1[C:6]2=[N:7][C:8]([CH2:12][CH2:13][CH2:14][CH2:15][CH3:16])=[CH:9][C:10]([CH3:11])=[C:5]2[CH2:4][CH2:3]1.[Br:17]N1C(C)(C)C(=O)N(Br)C1=O. Product: [Br:17][C:9]1[C:10]([CH3:11])=[C:5]2[CH2:4][CH2:3][N:2]([CH3:1])[C:6]2=[N:7][C:8]=1[CH2:12][CH2:13][CH2:14][CH2:15][CH3:16]. The catalyst class is: 22. (4) The catalyst class is: 2. Reactant: [NH2:1][CH2:2][C:3]1[CH:12]=[CH:11][C:6]([C:7]([O:9][CH3:10])=[O:8])=[CH:5][CH:4]=1.[N+:13]([C:16]1[CH:21]=[C:20]([N+:22]([O-:24])=[O:23])[CH:19]=[CH:18][C:17]=1[S:25](Cl)(=[O:27])=[O:26])([O-:15])=[O:14].N1C=CC=CC=1.CCN(C(C)C)C(C)C. Product: [N+:13]([C:16]1[CH:21]=[C:20]([N+:22]([O-:24])=[O:23])[CH:19]=[CH:18][C:17]=1[S:25]([NH:1][CH2:2][C:3]1[CH:4]=[CH:5][C:6]([C:7]([O:9][CH3:10])=[O:8])=[CH:11][CH:12]=1)(=[O:27])=[O:26])([O-:15])=[O:14]. (5) Reactant: [NH2:1][C:2]1[N:10]=[C:9]([CH2:11][O:12][CH3:13])[CH:8]=[CH:7][C:3]=1[C:4]([OH:6])=O.[F:14][C:15]1[CH:20]=[CH:19][CH:18]=[CH:17][C:16]=1[O:21][C:22]1[CH:23]=[C:24]([CH:27]=[CH:28][CH:29]=1)[CH2:25][NH2:26].C(N(CC)CC)C.CN([P+](ON1N=NC2C=CC=CC1=2)(N(C)C)N(C)C)C.F[P-](F)(F)(F)(F)F. Product: [F:14][C:15]1[CH:20]=[CH:19][CH:18]=[CH:17][C:16]=1[O:21][C:22]1[CH:23]=[C:24]([CH2:25][NH:26][C:4](=[O:6])[C:3]2[CH:7]=[CH:8][C:9]([CH2:11][O:12][CH3:13])=[N:10][C:2]=2[NH2:1])[CH:27]=[CH:28][CH:29]=1. The catalyst class is: 136. (6) Reactant: [CH3:1][C:2]1[CH:7]=[CH:6][CH:5]=[C:4]([CH3:8])[C:3]=1[O:9][CH2:10][C:11]1[C:15]([CH2:16][O:17][C:18]2[CH:23]=[CH:22][C:21]([C:24]3[CH:33]=[C:32]4[C:27]([CH:28]=[C:29]([C:34]([O:36]C)=[O:35])[N:30]=[CH:31]4)=[CH:26][CH:25]=3)=[CH:20][CH:19]=2)=[C:14]([CH:38]([CH3:40])[CH3:39])[O:13][N:12]=1.O1CCCC1.[OH-].[Na+].Cl. Product: [CH3:1][C:2]1[CH:7]=[CH:6][CH:5]=[C:4]([CH3:8])[C:3]=1[O:9][CH2:10][C:11]1[C:15]([CH2:16][O:17][C:18]2[CH:19]=[CH:20][C:21]([C:24]3[CH:33]=[C:32]4[C:27]([CH:28]=[C:29]([C:34]([OH:36])=[O:35])[N:30]=[CH:31]4)=[CH:26][CH:25]=3)=[CH:22][CH:23]=2)=[C:14]([CH:38]([CH3:40])[CH3:39])[O:13][N:12]=1. The catalyst class is: 5. (7) Reactant: [NH:1]1[CH:5]=[C:4]([C:6]2[CH:11]=[CH:10][CH:9]=[CH:8][N:7]=2)[N:3]=[CH:2]1.[Cl:12][C:13]1[CH:14]=[C:15](B(O)O)[CH:16]=[CH:17][CH:18]=1.N1C=CC=CC=1. Product: [Cl:12][C:13]1[CH:18]=[C:17]([N:1]2[CH:5]=[C:4]([C:6]3[CH:11]=[CH:10][CH:9]=[CH:8][N:7]=3)[N:3]=[CH:2]2)[CH:16]=[CH:15][CH:14]=1. The catalyst class is: 221. (8) Reactant: [CH:1]([C:3]1[CH:4]=[CH:5][CH:6]=[C:7]2[C:11]=1[NH:10][CH:9]=[CH:8]2)=O.[CH3:12][NH2:13].[BH4-].[Na+]. Product: [NH:10]1[C:11]2[C:7](=[CH:6][CH:5]=[CH:4][C:3]=2[CH2:1][NH:13][CH3:12])[CH:8]=[CH:9]1. The catalyst class is: 5.